This data is from Catalyst prediction with 721,799 reactions and 888 catalyst types from USPTO. The task is: Predict which catalyst facilitates the given reaction. (1) Reactant: OO.[CH3:3][O:4][C:5]1[CH:6]=[C:7]2[C:11](=[CH:12][C:13]=1[CH3:14])[NH:10]C(=O)[C:8]2=[O:16].S(=O)(=O)(O)[OH:18]. Product: [NH2:10][C:11]1[CH:12]=[C:13]([CH3:14])[C:5]([O:4][CH3:3])=[CH:6][C:7]=1[C:8]([OH:16])=[O:18]. The catalyst class is: 74. (2) Reactant: [F:1][C:2]([F:12])([CH:8]([OH:11])[CH2:9][CH3:10])[C:3]([O:5][CH2:6][CH3:7])=[O:4].C(Cl)(Cl)Cl.[C:17](Cl)(=[O:21])[C:18]([CH3:20])=[CH2:19].C(N(CC)CC)C. Product: [C:17]([O:11][CH:8]([CH2:9][CH3:10])[C:2]([C:3]([O:5][CH2:6][CH3:7])=[O:4])([F:12])[F:1])(=[O:21])[C:18]([CH3:20])=[CH2:19]. The catalyst class is: 6. (3) Reactant: [C:1]([O:5][C:6]([N:8]1[C@@H:12]([CH2:13][CH:14]=[O:15])[CH2:11][O:10][C:9]1([CH3:17])[CH3:16])=[O:7])([CH3:4])([CH3:3])[CH3:2].[CH3:18][Mg]Br. Product: [C:1]([O:5][C:6]([N:8]1[C@@H:12]([CH2:13][C@@H:14]([OH:15])[CH3:18])[CH2:11][O:10][C:9]1([CH3:17])[CH3:16])=[O:7])([CH3:4])([CH3:3])[CH3:2]. The catalyst class is: 305. (4) Reactant: C([O:8][C:9]1[C:14]([F:15])=[CH:13][C:12]([NH:16][C:17]([C:19]2[C:20]([C:25]3[CH:30]=[CH:29][C:28]([C:31]([F:34])([F:33])[F:32])=[CH:27][CH:26]=3)=[CH:21][CH:22]=[CH:23][CH:24]=2)=[O:18])=[C:11]([C:35](=[O:39])[N:36]([CH3:38])[CH3:37])[CH:10]=1)C1C=CC=CC=1.C1COCC1. Product: [CH3:37][N:36]([CH3:38])[C:35]([C:11]1[CH:10]=[C:9]([OH:8])[C:14]([F:15])=[CH:13][C:12]=1[NH:16][C:17]([C:19]1[C:20]([C:25]2[CH:26]=[CH:27][C:28]([C:31]([F:34])([F:32])[F:33])=[CH:29][CH:30]=2)=[CH:21][CH:22]=[CH:23][CH:24]=1)=[O:18])=[O:39]. The catalyst class is: 352.